From a dataset of Catalyst prediction with 721,799 reactions and 888 catalyst types from USPTO. Predict which catalyst facilitates the given reaction. (1) Reactant: [Br:1][C:2]1[C:3](=O)[NH:4][C:5]([N:13]2[CH:17]=[CH:16][CH:15]=[N:14]2)=[N:6][C:7]=1[N:8]1[CH:12]=[CH:11][CH:10]=[N:9]1.S(Cl)([Cl:21])=O. Product: [Br:1][C:2]1[C:3]([Cl:21])=[N:4][C:5]([N:13]2[CH:17]=[CH:16][CH:15]=[N:14]2)=[N:6][C:7]=1[N:8]1[CH:12]=[CH:11][CH:10]=[N:9]1. The catalyst class is: 85. (2) Reactant: Cl[C:2]1[C:7]([N+:8]([O-:10])=[O:9])=[CH:6][CH:5]=[C:4]([Cl:11])[N:3]=1.C([O-])([O-])=O.[Na+].[Na+].[CH3:18][NH2:19].O. Product: [Cl:11][C:4]1[N:3]=[C:2]([NH:19][CH3:18])[C:7]([N+:8]([O-:10])=[O:9])=[CH:6][CH:5]=1. The catalyst class is: 14. (3) Reactant: [O:1]1[C@H:6]2[CH2:7][N:8]([CH2:10]/[CH:11]=[CH:12]/[C:13]([OH:15])=O)[CH2:9][C@H:5]2[O:4][CH2:3][CH2:2]1.C(Cl)(=O)C([Cl:19])=O. Product: [O:1]1[C@H:6]2[CH2:7][N:8]([CH2:10]/[CH:11]=[CH:12]/[C:13]([Cl:19])=[O:15])[CH2:9][C@H:5]2[O:4][CH2:3][CH2:2]1. The catalyst class is: 2. (4) Reactant: C(=O)(O)[O-].[Na+].[N:6]#[C:7]Br.[Si:9]([O:16][CH2:17][CH2:18][NH:19][C:20]1[CH:21]=[C:22]([CH:43]=[CH:44][CH:45]=1)[CH2:23][N:24]1[C:32](=[O:33])[C:31]2[C:26](=[CH:27][CH:28]=[CH:29][C:30]=2[NH:34][C:35]([C:37]2[S:38][C:39]([Cl:42])=[CH:40][CH:41]=2)=[O:36])[CH2:25]1)([C:12]([CH3:15])([CH3:14])[CH3:13])([CH3:11])[CH3:10].O.ClCCl. Product: [Si:9]([O:16][CH2:17][CH2:18][N:19]([C:7]#[N:6])[C:20]1[CH:21]=[C:22]([CH:43]=[CH:44][CH:45]=1)[CH2:23][N:24]1[C:32](=[O:33])[C:31]2[C:26](=[CH:27][CH:28]=[CH:29][C:30]=2[NH:34][C:35]([C:37]2[S:38][C:39]([Cl:42])=[CH:40][CH:41]=2)=[O:36])[CH2:25]1)([C:12]([CH3:15])([CH3:13])[CH3:14])([CH3:11])[CH3:10]. The catalyst class is: 7.